From a dataset of Reaction yield outcomes from USPTO patents with 853,638 reactions. Predict the reaction yield, written as a fraction of the theoretical maximum amount of product (1.0 means a 100% yield; for example, 0.34 means a 34% yield). (1) The reactants are [N:1]1[C:10]2[C:5](=[CH:6][CH:7]=[CH:8][CH:9]=2)[CH:4]=[CH:3][C:2]=1[SH:11].Cl[C:13]1[C:22]2[C:17](=[CH:18][C:19]([O:25][CH3:26])=[C:20]([O:23][CH3:24])[CH:21]=2)[N:16]=[CH:15][CH:14]=1. The catalyst is C(#N)C. The product is [CH3:24][O:23][C:20]1[CH:21]=[C:22]2[C:17](=[CH:18][C:19]=1[O:25][CH3:26])[N:16]=[CH:15][CH:14]=[C:13]2[S:11][C:2]1[CH:3]=[CH:4][C:5]2[C:10](=[CH:9][CH:8]=[CH:7][CH:6]=2)[N:1]=1. The yield is 0.100. (2) The reactants are CS[C:3]([N:7]1[N:11]=[CH:10][C:9]2([CH2:15][CH2:14][CH2:13][CH2:12]2)[CH2:8]1)=[N:4][CH2:5][CH3:6].[C:16]([NH:19][C:20]1[CH:25]=[CH:24][C:23]([S:26]([NH2:29])(=[O:28])=[O:27])=[CH:22][CH:21]=1)(=[O:18])[CH3:17]. The catalyst is C(#N)C. The product is [CH2:8]1[C:9]2([CH2:12][CH2:13][CH2:14][CH2:15]2)[CH:10]=[N:11][N:7]1[C:3](=[N:29][S:26]([C:23]1[CH:22]=[CH:21][C:20]([NH:19][C:16](=[O:18])[CH3:17])=[CH:25][CH:24]=1)(=[O:27])=[O:28])[NH:4][CH2:5][CH3:6]. The yield is 0.870. (3) The catalyst is O1CCOCC1.O.C(Cl)(Cl)Cl. The yield is 0.490. The product is [C:1]1([C:7]2[CH:8]=[CH:9][N:10]3[C:15]=2[C:14]([NH:16][CH2:17][C:18]2[CH:23]=[CH:22][CH:21]=[CH:20][N:19]=2)=[N:13][C:12]([C:24]2[CH:25]=[N:26][CH:27]=[C:28]([CH:31]=2)[C:32]([OH:34])=[O:33])=[N:11]3)[CH:2]=[CH:3][CH:4]=[CH:5][CH:6]=1. The reactants are [C:1]1([C:7]2[CH:8]=[CH:9][N:10]3[C:15]=2[C:14]([NH:16][CH2:17][C:18]2[CH:23]=[CH:22][CH:21]=[CH:20][N:19]=2)=[N:13][C:12]([C:24]2[CH:25]=[N:26][CH:27]=[C:28]([CH:31]=2)C#N)=[N:11]3)[CH:6]=[CH:5][CH:4]=[CH:3][CH:2]=1.[CH3:32][OH:33].[OH-:34].[K+]. (4) The reactants are [NH2:1][C:2]1[CH:7]=[C:6]([F:8])[C:5]([F:9])=[CH:4][C:3]=1[CH2:10][OH:11].C([O-])(O)=O.[Na+].[C:17](O[C:17]([O:19][C:20]([CH3:23])([CH3:22])[CH3:21])=[O:18])([O:19][C:20]([CH3:23])([CH3:22])[CH3:21])=[O:18]. The catalyst is O1CCOCC1.O. The product is [C:20]([O:19][C:17](=[O:18])[NH:1][C:2]1[CH:7]=[C:6]([F:8])[C:5]([F:9])=[CH:4][C:3]=1[CH2:10][OH:11])([CH3:23])([CH3:22])[CH3:21]. The yield is 0.800. (5) The product is [C:1]1([CH3:26])[CH:6]=[CH:5][CH:4]=[CH:3][C:2]=1[N:7]1[CH:12]=[CH:11][C:10]([CH2:13][CH2:14][CH2:15][CH2:16][CH2:17][C:18]2[N:19]=[N:20][NH:21][CH:22]=2)=[C:9]([OH:23])[C:8]1=[S:25]. The yield is 0.670. The reactants are [C:1]1([CH3:26])[CH:6]=[CH:5][CH:4]=[CH:3][C:2]=1[N:7]1[CH:12]=[CH:11][C:10]([CH2:13][CH2:14][CH2:15][CH2:16][CH2:17][C:18]2[N:19]=[N:20][NH:21][CH:22]=2)=[C:9]([O:23]C)[C:8]1=[S:25].B(Br)(Br)Br. The catalyst is C(Cl)Cl. (6) The reactants are [CH2:1]([N:8]1[C:17]2[C:12](=[CH:13][CH:14]=[CH:15][CH:16]=2)[CH2:11][NH:10][C:9]1=[O:18])[C:2]1[CH:7]=[CH:6][CH:5]=[CH:4][CH:3]=1.[H-].[Na+].[F:21][C:22]1[CH:23]=[CH:24][C:25]2[N:26]([CH2:36][C:37]3([CH3:40])[CH2:39][O:38]3)[C:27]3[C:32]([C:33]=2[CH:34]=1)=[CH:31][C:30]([F:35])=[CH:29][CH:28]=3.[Cl-].[NH4+]. The catalyst is CN(C)C=O. The product is [CH2:1]([N:8]1[C:17]2[C:12](=[CH:13][CH:14]=[CH:15][CH:16]=2)[CH2:11][N:10]([CH2:40][C:37]([OH:38])([CH3:39])[CH2:36][N:26]2[C:27]3[CH:28]=[CH:29][C:30]([F:35])=[CH:31][C:32]=3[C:33]3[C:25]2=[CH:24][CH:23]=[C:22]([F:21])[CH:34]=3)[C:9]1=[O:18])[C:2]1[CH:3]=[CH:4][CH:5]=[CH:6][CH:7]=1. The yield is 0.650. (7) The reactants are [NH2:1][C@@H:2]([CH2:33][C:34]1[CH:39]=[CH:38][CH:37]=[CH:36][CH:35]=1)[C@@H:3]([OH:32])[CH2:4][C@H:5]([NH:19][C:20]([C@@H:22]([NH:27][C:28](=[O:31])[O:29][CH3:30])[C:23]([CH3:26])([CH3:25])[CH3:24])=[O:21])[CH2:6][C:7]1[CH:12]=[CH:11][C:10]([C:13]2[CH:18]=[CH:17][CH:16]=[CH:15][N:14]=2)=[CH:9][CH:8]=1.[CH3:40][C@@H:41]([CH2:60][CH3:61])[C@H:42]([N:46]1[CH2:50][CH2:49][N:48]([CH2:51][C:52]2[CH:57]=[CH:56][CH:55]=[C:54]([CH3:58])[N:53]=2)[C:47]1=[O:59])[C:43](O)=[O:44].CCOP(ON1N=NC2C=CC=CC=2C1=O)(OCC)=O.C(N(CC)C(C)C)(C)C. The catalyst is C1COCC1. The product is [OH:32][C@H:3]([C@@H:2]([NH:1][C:43](=[O:44])[C@@H:42]([N:46]1[CH2:50][CH2:49][N:48]([CH2:51][C:52]2[CH:57]=[CH:56][CH:55]=[C:54]([CH3:58])[N:53]=2)[C:47]1=[O:59])[CH:41]([CH3:40])[CH2:60][CH3:61])[CH2:33][C:34]1[CH:35]=[CH:36][CH:37]=[CH:38][CH:39]=1)[CH2:4][C@H:5]([NH:19][C:20]([C@@H:22]([NH:27][C:28](=[O:31])[O:29][CH3:30])[C:23]([CH3:26])([CH3:25])[CH3:24])=[O:21])[CH2:6][C:7]1[CH:12]=[CH:11][C:10]([C:13]2[CH:18]=[CH:17][CH:16]=[CH:15][N:14]=2)=[CH:9][CH:8]=1. The yield is 0.810. (8) The reactants are C(OC(=O)[NH:10][CH2:11][C:12]1[N:21]([C:22]2[CH:27]=[CH:26][C:25]([F:28])=[CH:24][CH:23]=2)[C:20](=[O:29])[C:19]2[C:14](=[CH:15][CH:16]=[CH:17][CH:18]=2)[N:13]=1)C1C=CC=CC=1. The catalyst is [Pd].CO. The product is [NH2:10][CH2:11][C:12]1[N:21]([C:22]2[CH:27]=[CH:26][C:25]([F:28])=[CH:24][CH:23]=2)[C:20](=[O:29])[C:19]2[C:14](=[CH:15][CH:16]=[CH:17][CH:18]=2)[N:13]=1. The yield is 0.930. (9) The reactants are [NH2:1][C:2]1[CH:3]=[C:4]([OH:12])[C:5](=[CH:10][CH:11]=1)[C:6]([O:8][CH3:9])=[O:7].[Cl:13][C:14]1[CH:15]=[C:16]([S:21](Cl)(=[O:23])=[O:22])[CH:17]=[C:18]([Cl:20])[CH:19]=1. No catalyst specified. The product is [Cl:20][C:18]1[CH:17]=[C:16]([S:21]([NH:1][C:2]2[CH:11]=[CH:10][C:5]([C:6]([O:8][CH3:9])=[O:7])=[C:4]([OH:12])[CH:3]=2)(=[O:22])=[O:23])[CH:15]=[C:14]([Cl:13])[CH:19]=1. The yield is 0.700. (10) The reactants are [N:1]12[CH2:7][C:4]([C:8]([C:17]3[CH:22]=[CH:21][CH:20]=[CH:19][CH:18]=3)([C:11]3[CH:16]=[CH:15][CH:14]=[CH:13][CH:12]=3)[C:9]#[N:10])([CH2:5][CH2:6]1)[CH2:3][CH2:2]2.[Br:23]C[CH2:25][CH2:26][OH:27]. No catalyst specified. The product is [Br-:23].[C:9]([C:8]([C:17]1[CH:22]=[CH:21][CH:20]=[CH:19][CH:18]=1)([C:11]1[CH:12]=[CH:13][CH:14]=[CH:15][CH:16]=1)[C:4]12[CH2:7][N+:1]([CH2:25][CH2:26][OH:27])([CH2:6][CH2:5]1)[CH2:2][CH2:3]2)#[N:10]. The yield is 0.311.